From a dataset of Forward reaction prediction with 1.9M reactions from USPTO patents (1976-2016). Predict the product of the given reaction. (1) Given the reactants [NH2:1][C:2]1[NH:7][C:6](=[S:8])[C:5]([C:9]#[N:10])=[C:4]([C:11]2[O:12][CH:13]=[CH:14][CH:15]=2)[CH:3]=1.[CH3:16][O-].[Na+].CI, predict the reaction product. The product is: [NH2:1][C:2]1[CH:3]=[C:4]([C:11]2[O:12][CH:13]=[CH:14][CH:15]=2)[C:5]([C:9]#[N:10])=[C:6]([S:8][CH3:16])[N:7]=1. (2) Given the reactants CN(C(ON1N=NC2C=CC=NC1=2)=[N+](C)C)C.F[P-](F)(F)(F)(F)F.[C:25]([C:28]1[CH:33]=[CH:32][C:31]([N:34]2[CH2:39][CH2:38][NH:37][CH2:36][CH2:35]2)=[CH:30][CH:29]=1)(=[O:27])[CH3:26].[Cl:40][C:41]1[C:42]([C:51]([F:54])([F:53])[F:52])=[N:43][N:44]([CH2:47][C:48](O)=[O:49])[C:45]=1[CH3:46], predict the reaction product. The product is: [C:25]([C:28]1[CH:29]=[CH:30][C:31]([N:34]2[CH2:35][CH2:36][N:37]([C:48](=[O:49])[CH2:47][N:44]3[C:45]([CH3:46])=[C:41]([Cl:40])[C:42]([C:51]([F:54])([F:53])[F:52])=[N:43]3)[CH2:38][CH2:39]2)=[CH:32][CH:33]=1)(=[O:27])[CH3:26].